From a dataset of Full USPTO retrosynthesis dataset with 1.9M reactions from patents (1976-2016). Predict the reactants needed to synthesize the given product. (1) The reactants are: C([O:3][P:4]([C:9]1[CH:14]=[C:13]([Cl:15])[CH:12]=[CH:11][C:10]=1[O:16][CH2:17][C:18]([N:20]1[CH2:25][C@H:24]([CH3:26])[N:23]([CH2:27][C:28]2[CH:33]=[CH:32][C:31]([F:34])=[CH:30][CH:29]=2)[CH2:22][C@H:21]1[CH3:35])=[O:19])(=[O:8])[O:5]CC)C.Br[Si](C)(C)C. Given the product [Cl:15][C:13]1[CH:12]=[CH:11][C:10]([O:16][CH2:17][C:18]([N:20]2[CH2:25][C@H:24]([CH3:26])[N:23]([CH2:27][C:28]3[CH:29]=[CH:30][C:31]([F:34])=[CH:32][CH:33]=3)[CH2:22][C@H:21]2[CH3:35])=[O:19])=[C:9]([P:4](=[O:3])([OH:5])[OH:8])[CH:14]=1, predict the reactants needed to synthesize it. (2) Given the product [CH2:1]([O:9][C:10]1[CH:11]=[CH:12][C:13]([CH3:16])=[N:14][CH:15]=1)[C:2]1[CH:7]=[CH:6][CH:5]=[CH:4][CH:3]=1, predict the reactants needed to synthesize it. The reactants are: [CH2:1](Br)[C:2]1[CH:7]=[CH:6][CH:5]=[CH:4][CH:3]=1.[OH:9][C:10]1[CH:11]=[CH:12][C:13]([CH3:16])=[N:14][CH:15]=1.C(=O)([O-])[O-].[K+].[K+].O.